Task: Regression. Given a peptide amino acid sequence and an MHC pseudo amino acid sequence, predict their binding affinity value. This is MHC class II binding data.. Dataset: Peptide-MHC class II binding affinity with 134,281 pairs from IEDB (1) The MHC is DRB1_1101 with pseudo-sequence DRB1_1101. The peptide sequence is AQLSQLISLLPSTLQ. The binding affinity (normalized) is 0.176. (2) The peptide sequence is RTLILLMLTNPTKRN. The MHC is DRB1_1101 with pseudo-sequence DRB1_1101. The binding affinity (normalized) is 0.771. (3) The peptide sequence is LSPGMMMGMFNMLST. The MHC is DRB1_0901 with pseudo-sequence DRB1_0901. The binding affinity (normalized) is 0.399. (4) The peptide sequence is SQDLELSWNLNGLQAK. The binding affinity (normalized) is 0.783. The MHC is HLA-DQA10101-DQB10501 with pseudo-sequence HLA-DQA10101-DQB10501. (5) The peptide sequence is WLSLLVPFVQWFVGL. The MHC is DRB1_1101 with pseudo-sequence DRB1_1101. The binding affinity (normalized) is 0. (6) The peptide sequence is KKPLRPRWCDERVSS. The MHC is HLA-DQA10201-DQB10301 with pseudo-sequence HLA-DQA10201-DQB10301. The binding affinity (normalized) is 0.